Dataset: Forward reaction prediction with 1.9M reactions from USPTO patents (1976-2016). Task: Predict the product of the given reaction. (1) Given the reactants [CH:1]1([C:5]2[C:26]([C:27]3[NH:31][C:30]([CH3:32])=[N:29][N:28]=3)=[CH:25][C:8]([C:9]([N:11]3[CH2:16][CH2:15][CH:14]([C:17]4[CH:24]=[CH:23][C:20]([C:21]#[N:22])=[CH:19][CH:18]=4)[CH2:13][CH2:12]3)=[O:10])=[C:7]([CH3:33])[CH:6]=2)[CH2:4][CH2:3][CH2:2]1.[O:34]1C[CH2:37][CH2:36][C@@H:35]1C(NN)=O, predict the reaction product. The product is: [CH:1]1([C:5]2[C:26]([C:27]3[NH:31][C:30]([C@H:32]4[CH2:37][CH2:36][CH2:35][O:34]4)=[N:29][N:28]=3)=[CH:25][C:8]([C:9]([N:11]3[CH2:12][CH2:13][CH:14]([C:17]4[CH:24]=[CH:23][C:20]([C:21]#[N:22])=[CH:19][CH:18]=4)[CH2:15][CH2:16]3)=[O:10])=[C:7]([CH3:33])[CH:6]=2)[CH2:4][CH2:3][CH2:2]1. (2) Given the reactants C([O:8][C:9]1[C:10]([CH2:18][CH2:19][CH2:20][CH2:21][CH2:22][CH2:23][CH2:24][CH2:25][CH2:26][CH2:27][O:28]COC)=[N:11][C:12]([O:16][CH3:17])=[CH:13][C:14]=1[CH3:15])C1C=CC=CC=1, predict the reaction product. The product is: [OH:28][CH2:27][CH2:26][CH2:25][CH2:24][CH2:23][CH2:22][CH2:21][CH2:20][CH2:19][CH2:18][C:10]1[C:9]([OH:8])=[C:14]([CH3:15])[CH:13]=[C:12]([O:16][CH3:17])[N:11]=1. (3) Given the reactants [CH:1]1([CH2:6][CH2:7][CH2:8][CH:9]2OCC[O:10]2)[CH2:5][CH2:4][CH2:3][CH2:2]1.CC(O)=O, predict the reaction product. The product is: [CH:1]1([CH2:6][CH2:7][CH2:8][CH:9]=[O:10])[CH2:5][CH2:4][CH2:3][CH2:2]1. (4) Given the reactants [NH2:1][CH2:2][CH2:3][NH:4][C:5](=[O:15])[C:6]1[C:11]([Cl:12])=[CH:10][C:9]([Cl:13])=[N:8][C:7]=1Cl.[F-].[Cs+].C(N(CC)CC)C, predict the reaction product. The product is: [Cl:12][C:11]1[C:6]2[C:5](=[O:15])[NH:4][CH2:3][CH2:2][NH:1][C:7]=2[N:8]=[C:9]([Cl:13])[CH:10]=1. (5) Given the reactants [C:1]([C:4]1[N:9]=[C:8]2[N:10]([CH2:13][C:14]3[CH:15]=[C:16]4[C:21](=[CH:22][CH:23]=3)[N:20]=[CH:19][C:18]([C:24](=O)[CH3:25])=[CH:17]4)[N:11]=[N:12][C:7]2=[N:6][CH:5]=1)(=O)[CH3:2].[NH2:27][O:28][CH2:29][CH2:30][OH:31], predict the reaction product. The product is: [OH:31][CH2:30][CH2:29][O:28]/[N:27]=[C:24](/[C:18]1[CH:19]=[N:20][C:21]2[C:16]([CH:17]=1)=[CH:15][C:14]([CH2:13][N:10]1[C:8]3=[N:9][C:4](/[C:1](=[N:27]/[O:28][CH2:29][CH2:30][OH:31])/[CH3:2])=[CH:5][N:6]=[C:7]3[N:12]=[N:11]1)=[CH:23][CH:22]=2)\[CH3:25]. (6) Given the reactants [Si]([O:8][CH:9]1[CH2:14][CH2:13][CH:12]([N:15]2[C:20](=[O:21])[C:19]([CH2:22][C:23]3[CH:28]=[CH:27][C:26]([C:29]4[C:30]([C:35]#[N:36])=[CH:31][CH:32]=[CH:33][CH:34]=4)=[CH:25][CH:24]=3)=[C:18]([CH2:37][CH2:38][CH3:39])[N:17]3[N:40]=[N:41][CH:42]=[C:16]23)[CH2:11][CH2:10]1)(C(C)(C)C)(C)C.[F-].C([N+](CCCC)(CCCC)CCCC)CCC.O1CCCC1.[Cl-].[NH4+], predict the reaction product. The product is: [OH:8][C@H:9]1[CH2:14][CH2:13][C@H:12]([N:15]2[C:20](=[O:21])[C:19]([CH2:22][C:23]3[CH:28]=[CH:27][C:26]([C:29]4[C:30]([C:35]#[N:36])=[CH:31][CH:32]=[CH:33][CH:34]=4)=[CH:25][CH:24]=3)=[C:18]([CH2:37][CH2:38][CH3:39])[N:17]3[N:40]=[N:41][CH:42]=[C:16]23)[CH2:11][CH2:10]1.